From a dataset of Full USPTO retrosynthesis dataset with 1.9M reactions from patents (1976-2016). Predict the reactants needed to synthesize the given product. (1) Given the product [F:9][C:8]([F:11])([F:10])[C:5]1[N:6]=[CH:7][C:2]([O:12][C:13]2[CH:20]=[CH:19][C:16]([C:17]#[N:18])=[CH:15][CH:14]=2)=[CH:3][CH:4]=1, predict the reactants needed to synthesize it. The reactants are: Br[C:2]1[CH:3]=[CH:4][C:5]([C:8]([F:11])([F:10])[F:9])=[N:6][CH:7]=1.[OH:12][C:13]1[CH:20]=[CH:19][C:16]([C:17]#[N:18])=[CH:15][CH:14]=1.C(=O)([O-])[O-].[Cs+].[Cs+]. (2) The reactants are: Cl[C:2]1[CH:3]=[C:4]([CH:25]=[CH:26][N:27]=1)[C:5]([NH:7][C:8]1[S:9][C:10]2[C:16]([N:17]3[CH2:22][CH2:21][O:20][CH2:19][CH2:18]3)=[CH:15][CH:14]=[C:13]([O:23][CH3:24])[C:11]=2[N:12]=1)=[O:6].[H-].[Na+].[CH2:30]([OH:37])[C:31]1[CH:36]=[CH:35][CH:34]=[CH:33][CH:32]=1. Given the product [CH2:30]([O:37][C:2]1[CH:3]=[C:4]([CH:25]=[CH:26][N:27]=1)[C:5]([NH:7][C:8]1[S:9][C:10]2[C:16]([N:17]3[CH2:22][CH2:21][O:20][CH2:19][CH2:18]3)=[CH:15][CH:14]=[C:13]([O:23][CH3:24])[C:11]=2[N:12]=1)=[O:6])[C:31]1[CH:36]=[CH:35][CH:34]=[CH:33][CH:32]=1, predict the reactants needed to synthesize it. (3) The reactants are: P(Cl)(Cl)([Cl:3])=O.[CH3:6][O:7][C:8]1[CH:13]=[CH:12][C:11]([C:14]2[C:15]3[CH:24]=[CH:23][N:22]=[CH:21][C:16]=3[C:17](=O)[NH:18][N:19]=2)=[CH:10][CH:9]=1. Given the product [Cl:3][C:17]1[N:18]=[N:19][C:14]([C:11]2[CH:12]=[CH:13][C:8]([O:7][CH3:6])=[CH:9][CH:10]=2)=[C:15]2[CH:24]=[CH:23][N:22]=[CH:21][C:16]=12, predict the reactants needed to synthesize it. (4) Given the product [CH3:20][C:16]1([CH3:19])[O:17][CH2:18][C:12]2=[C:11]([N:21]([CH3:22])[CH3:23])[N:10]=[C:9]3[O:8][C:7]4[C:24](=[O:26])[NH:29][CH:4]=[N:5][C:6]=4[C:14]3=[C:13]2[CH2:15]1, predict the reactants needed to synthesize it. The reactants are: C(O/[CH:4]=[N:5]/[C:6]1[C:14]2[C:9](=[N:10][C:11]([N:21]([CH3:23])[CH3:22])=[C:12]3[CH2:18][O:17][C:16]([CH3:20])([CH3:19])[CH2:15][C:13]3=2)[O:8][C:7]=1[C:24]([O:26]CC)=O)C.[NH3:29]. (5) Given the product [C:57]([C:55]1[CH:54]=[C:51]([C:52]#[N:53])[C:50]([O:61][CH3:62])=[C:49]([NH:48][C:39]([NH:38][C:31]2[C:32]3[C:37](=[CH:36][CH:35]=[CH:34][CH:33]=3)[C:28]([O:27][C:25]3[CH:24]=[CH:23][N:22]=[C:21]([NH:20][C:5]4[CH:6]=[C:7]([O:9][CH2:10][CH2:11][O:12][CH2:13][CH2:14][O:15][CH2:16][CH2:17][O:18][CH3:19])[CH:8]=[C:3]([O:2][CH3:1])[CH:4]=4)[N:26]=3)=[CH:29][CH:30]=2)=[O:47])[CH:56]=1)([CH3:60])([CH3:58])[CH3:59], predict the reactants needed to synthesize it. The reactants are: [CH3:1][O:2][C:3]1[CH:4]=[C:5]([NH:20][C:21]2[N:26]=[C:25]([O:27][C:28]3[C:37]4[C:32](=[CH:33][CH:34]=[CH:35][CH:36]=4)[C:31]([NH:38][C:39](=[O:47])OC4C=CC=CC=4)=[CH:30][CH:29]=3)[CH:24]=[CH:23][N:22]=2)[CH:6]=[C:7]([O:9][CH2:10][CH2:11][O:12][CH2:13][CH2:14][O:15][CH2:16][CH2:17][O:18][CH3:19])[CH:8]=1.[NH2:48][C:49]1[C:50]([O:61][CH3:62])=[C:51]([CH:54]=[C:55]([C:57]([CH3:60])([CH3:59])[CH3:58])[CH:56]=1)[C:52]#[N:53].